From a dataset of Reaction yield outcomes from USPTO patents with 853,638 reactions. Predict the reaction yield, written as a fraction of the theoretical maximum amount of product (1.0 means a 100% yield; for example, 0.34 means a 34% yield). (1) The reactants are [Cl:1][C:2]1[CH:6]=[C:5]([C:7]2[N:8]([CH3:12])[N:9]=[CH:10][N:11]=2)[S:4][C:3]=1[C:13]1[N:17]2[N:18]=[C:19]([CH3:27])[CH:20]=[C:21]([CH:22]([CH2:25][CH3:26])[CH2:23][CH3:24])[C:16]2=[N:15][C:14]=1[CH3:28].[CH2:29]1COCC1.[Li]C(C)(C)C.CI. The catalyst is CCOC(C)=O.CCCCCC. The product is [Cl:1][C:2]1[CH:6]=[C:5]([C:7]2[N:8]([CH3:12])[N:9]=[C:10]([CH3:29])[N:11]=2)[S:4][C:3]=1[C:13]1[N:17]2[N:18]=[C:19]([CH3:27])[CH:20]=[C:21]([CH:22]([CH2:23][CH3:24])[CH2:25][CH3:26])[C:16]2=[N:15][C:14]=1[CH3:28]. The yield is 0.420. (2) The reactants are CC1N=C(N2CCN(C3C=CC=CC=3)C2=O)SC=1C(OCC)=O.[F:24][C:25]1[CH:48]=[CH:47][C:28]([CH2:29][N:30]2[CH2:34][CH2:33][N:32]([C:35]3[S:36][C:37]([C:41]([O:43]CC)=[O:42])=[C:38]([CH3:40])[N:39]=3)[C:31]2=[O:46])=[CH:27][CH:26]=1. No catalyst specified. The product is [F:24][C:25]1[CH:26]=[CH:27][C:28]([CH2:29][N:30]2[CH2:34][CH2:33][N:32]([C:35]3[S:36][C:37]([C:41]([OH:43])=[O:42])=[C:38]([CH3:40])[N:39]=3)[C:31]2=[O:46])=[CH:47][CH:48]=1. The yield is 0.970. (3) The reactants are Cl[CH2:2][C:3]1[CH:4]=[CH:5][C:6]([O:13][CH2:14][C:15]2[N:16]=[C:17]([C:21]3[O:22][CH:23]=[CH:24][CH:25]=3)[O:18][C:19]=2[CH3:20])=[C:7]([CH:12]=1)[C:8]([O:10][CH3:11])=[O:9].[OH:26][C:27]1[C:31]([CH:32]=[O:33])=[CH:30][N:29]([C:34]2[CH:39]=[CH:38][CH:37]=[CH:36][CH:35]=2)[N:28]=1.CN(C)C=O.[H-].[Na+]. The catalyst is O. The product is [CH:32]([C:31]1[C:27]([O:26][CH2:2][C:3]2[CH:4]=[CH:5][C:6]([O:13][CH2:14][C:15]3[N:16]=[C:17]([C:21]4[O:22][CH:23]=[CH:24][CH:25]=4)[O:18][C:19]=3[CH3:20])=[C:7]([CH:12]=2)[C:8]([O:10][CH3:11])=[O:9])=[N:28][N:29]([C:34]2[CH:39]=[CH:38][CH:37]=[CH:36][CH:35]=2)[CH:30]=1)=[O:33]. The yield is 0.770.